From a dataset of NCI-60 drug combinations with 297,098 pairs across 59 cell lines. Regression. Given two drug SMILES strings and cell line genomic features, predict the synergy score measuring deviation from expected non-interaction effect. (1) Drug 1: CC=C1C(=O)NC(C(=O)OC2CC(=O)NC(C(=O)NC(CSSCCC=C2)C(=O)N1)C(C)C)C(C)C. Drug 2: C(CC(=O)O)C(=O)CN.Cl. Cell line: HOP-92. Synergy scores: CSS=23.5, Synergy_ZIP=0.378, Synergy_Bliss=1.13, Synergy_Loewe=-38.7, Synergy_HSA=-2.54. (2) Drug 1: CS(=O)(=O)CCNCC1=CC=C(O1)C2=CC3=C(C=C2)N=CN=C3NC4=CC(=C(C=C4)OCC5=CC(=CC=C5)F)Cl. Drug 2: CN1C2=C(C=C(C=C2)N(CCCl)CCCl)N=C1CCCC(=O)O.Cl. Cell line: HCC-2998. Synergy scores: CSS=3.57, Synergy_ZIP=-4.81, Synergy_Bliss=-7.43, Synergy_Loewe=-7.65, Synergy_HSA=-6.16. (3) Drug 1: CCCS(=O)(=O)NC1=C(C(=C(C=C1)F)C(=O)C2=CNC3=C2C=C(C=N3)C4=CC=C(C=C4)Cl)F. Drug 2: C1CN(CCN1C(=O)CCBr)C(=O)CCBr. Cell line: SK-MEL-2. Synergy scores: CSS=4.47, Synergy_ZIP=0.596, Synergy_Bliss=9.67, Synergy_Loewe=4.64, Synergy_HSA=5.21.